This data is from Catalyst prediction with 721,799 reactions and 888 catalyst types from USPTO. The task is: Predict which catalyst facilitates the given reaction. Reactant: [H-].[Na+].[NH:3]([C:12]([O:14][C:15]([CH3:18])([CH3:17])[CH3:16])=[O:13])[NH:4][C:5]([O:7][C:8]([CH3:11])([CH3:10])[CH3:9])=[O:6].Br[CH2:20][C:21]1[CH:30]=[CH:29][C:24]([C:25]([O:27][CH3:28])=[O:26])=[CH:23][CH:22]=1. Product: [CH3:16][C:15]([O:14][C:12]([N:3]([CH2:20][C:21]1[CH:30]=[CH:29][C:24]([C:25]([O:27][CH3:28])=[O:26])=[CH:23][CH:22]=1)[NH:4][C:5]([O:7][C:8]([CH3:9])([CH3:10])[CH3:11])=[O:6])=[O:13])([CH3:18])[CH3:17]. The catalyst class is: 1.